This data is from Reaction yield outcomes from USPTO patents with 853,638 reactions. The task is: Predict the reaction yield, written as a fraction of the theoretical maximum amount of product (1.0 means a 100% yield; for example, 0.34 means a 34% yield). (1) The reactants are Cl[C:2]1[CH:9]=[CH:8][C:5]([C:6]#[N:7])=[C:4]([O:10][CH2:11][CH2:12]C)[N:3]=1.[B:14]1([OH:24])[C:18]2[CH:19]=[CH:20][C:21]([OH:23])=[CH:22][C:17]=2[CH2:16][O:15]1.[C:25](=O)([O-])[O-].[K+].[K+]. The catalyst is CN(C=O)C. The product is [OH:24][B:14]1[C:18]2[CH:19]=[CH:20][C:21]([O:23][C:2]3[CH:9]=[CH:8][C:5]([C:6]#[N:7])=[C:4]([O:10][CH:11]([CH3:12])[CH3:25])[N:3]=3)=[CH:22][C:17]=2[CH2:16][O:15]1. The yield is 0.260. (2) The reactants are NC1C2C(=NC=C(Cl)C=2N2CCC[C@@H:13]([N:17](C)[C:18](=O)[O:19]C(C)(C)C)C2)NC=1.C(Cl)(=O)CC.[Li+].[OH-].O.[CH3:35][N:36]1[C:40](=[O:41])[CH2:39][CH2:38][CH2:37]1. The catalyst is N1C=CC=CC=1.CC#N.O.C(Cl)Cl. The product is [NH:36]1[CH2:37][CH2:38][CH2:39][CH:40]([O:41][C:18](=[O:19])[NH:17][CH3:13])[CH2:35]1. The yield is 0.460. (3) The reactants are C(P(C12CC3CC(CC(C3)C1)C2)C12CC3CC(CC(C3)C1)C2)CCC.Br[C:27]1[N:32]=[C:31]([NH:33][C:34]2[CH:39]=[C:38]([C:40]([F:43])([F:42])[F:41])[CH:37]=[CH:36][N:35]=2)[CH:30]=[C:29]([CH3:44])[CH:28]=1.[S:45]1[CH:49]=[CH:48][N:47]=[CH:46]1.C(=O)([O-])[O-].[K+].[K+].C(O)(=O)C(C)(C)C. The catalyst is CC(N(C)C)=O.[CH2-]C=C.[CH2-]C=C.Cl[Pd+].Cl[Pd+]. The product is [CH3:44][C:29]1[CH:28]=[C:27]([C:49]2[S:45][CH:46]=[N:47][CH:48]=2)[N:32]=[C:31]([NH:33][C:34]2[CH:39]=[C:38]([C:40]([F:43])([F:42])[F:41])[CH:37]=[CH:36][N:35]=2)[CH:30]=1. The yield is 0.430. (4) The reactants are Cl.[CH3:2][O:3][CH2:4][CH2:5][O:6][C:7]1[CH:12]=[CH:11][C:10](/[CH:13]=[CH:14]/[C:15]([NH:17][S:18]([CH2:21][CH2:22][CH2:23][CH2:24][CH3:25])(=[O:20])=[O:19])=[O:16])=[C:9]([O:26][CH:27]2[CH2:32][CH2:31][NH:30][CH2:29][CH2:28]2)[CH:8]=1.[C:33](OC(=O)C)(=[O:35])[CH3:34]. The catalyst is N1C=CC=CC=1.CN(C)C1C=CN=CC=1. The product is [C:33]([N:30]1[CH2:29][CH2:28][CH:27]([O:26][C:9]2[CH:8]=[C:7]([O:6][CH2:5][CH2:4][O:3][CH3:2])[CH:12]=[CH:11][C:10]=2/[CH:13]=[CH:14]/[C:15]([NH:17][S:18]([CH2:21][CH2:22][CH2:23][CH2:24][CH3:25])(=[O:19])=[O:20])=[O:16])[CH2:32][CH2:31]1)(=[O:35])[CH3:34]. The yield is 0.620. (5) The reactants are Cl[C:2]1[CH:3]=[CH:4][C:5]2[O:14][CH2:13][CH2:12][C:11]3[CH:10]=[C:9]([C:15]4[N:16]([C:20]5[CH:25]=[CH:24][C:23]([F:26])=[CH:22][C:21]=5[F:27])[N:17]=[CH:18][N:19]=4)[S:8][C:7]=3[C:6]=2[N:28]=1.C([O-])([O-])=O.[Cs+].[Cs+].[CH3:35][N:36]1[CH:40]=[C:39](B2OC(C)(C)C(C)(C)O2)[CH:38]=[N:37]1. The catalyst is C(#N)C.O.C1C=CC(P(C2C=CC=CC=2)[C-]2C=CC=C2)=CC=1.C1C=CC(P(C2C=CC=CC=2)[C-]2C=CC=C2)=CC=1.Cl[Pd]Cl.[Fe+2]. The product is [F:27][C:21]1[CH:22]=[C:23]([F:26])[CH:24]=[CH:25][C:20]=1[N:16]1[C:15]([C:9]2[S:8][C:7]3[C:6]4[N:28]=[C:2]([C:39]5[CH:38]=[N:37][N:36]([CH3:35])[CH:40]=5)[CH:3]=[CH:4][C:5]=4[O:14][CH2:13][CH2:12][C:11]=3[CH:10]=2)=[N:19][CH:18]=[N:17]1. The yield is 0.210. (6) The reactants are [NH2:1][C:2]1[N:6]([CH3:7])[C:5](=[O:8])[C:4]([C:15]2[CH:20]=[CH:19][CH:18]=[C:17](Br)[CH:16]=2)([C:9]2[CH:14]=[CH:13][N:12]=[CH:11][CH:10]=2)[N:3]=1.[F:22][C:23]1[CH:28]=[CH:27][C:26]([F:29])=[CH:25][C:24]=1B(O)O.C(=O)([O-])[O-].[Na+].[Na+]. The catalyst is COCCOC.C1C=CC([P]([Pd]([P](C2C=CC=CC=2)(C2C=CC=CC=2)C2C=CC=CC=2)([P](C2C=CC=CC=2)(C2C=CC=CC=2)C2C=CC=CC=2)[P](C2C=CC=CC=2)(C2C=CC=CC=2)C2C=CC=CC=2)(C2C=CC=CC=2)C2C=CC=CC=2)=CC=1. The product is [NH2:1][C:2]1[N:6]([CH3:7])[C:5](=[O:8])[C:4]([C:15]2[CH:16]=[C:17]([C:27]3[CH:28]=[C:23]([F:22])[CH:24]=[CH:25][C:26]=3[F:29])[CH:18]=[CH:19][CH:20]=2)([C:9]2[CH:14]=[CH:13][N:12]=[CH:11][CH:10]=2)[N:3]=1. The yield is 0.840. (7) The reactants are [CH3:1][O:2][CH2:3][CH2:4][CH2:5][CH2:6][CH2:7][CH2:8][CH2:9][CH2:10][CH2:11][OH:12].C([O-])(=O)C.[Na+].[Cr](O[Cr]([O-])(=O)=O)([O-])(=O)=O.[NH+]1C=CC=CC=1.[NH+]1C=CC=CC=1. The catalyst is ClCCl. The product is [CH3:1][O:2][CH2:3][CH2:4][CH2:5][CH2:6][CH2:7][CH2:8][CH2:9][CH2:10][CH:11]=[O:12]. The yield is 0.544.